Dataset: Forward reaction prediction with 1.9M reactions from USPTO patents (1976-2016). Task: Predict the product of the given reaction. (1) Given the reactants [C:1]([C:4]1[CH:10]=[CH:9][C:7]([NH2:8])=[CH:6][CH:5]=1)(=[O:3])[CH3:2].[H-].[Na+].CS(O[CH2:18][CH2:19][C@@H:20]1[CH2:25][N:24]([C:26]([O:28][CH2:29][C:30]2[CH:35]=[CH:34][CH:33]=[CH:32][CH:31]=2)=[O:27])[CH2:23][CH2:22][N:21]1[C:36]([O:38][C:39]([CH3:42])([CH3:41])[CH3:40])=[O:37])(=O)=O.C(=O)([O-])O.[Na+], predict the reaction product. The product is: [C:1]([C:4]1[CH:10]=[CH:9][C:7]([NH:8][CH2:18][CH2:19][C@@H:20]2[CH2:25][N:24]([C:26]([O:28][CH2:29][C:30]3[CH:35]=[CH:34][CH:33]=[CH:32][CH:31]=3)=[O:27])[CH2:23][CH2:22][N:21]2[C:36]([O:38][C:39]([CH3:40])([CH3:42])[CH3:41])=[O:37])=[CH:6][CH:5]=1)(=[O:3])[CH3:2]. (2) The product is: [CH:1]([C@H:4]1[CH2:8][O:7][C:6](=[O:9])[N:5]1[C:10](=[O:15])[C@@:11]([CH2:17][O:16][CH3:20])([CH3:14])[CH:12]=[CH2:13])([CH3:3])[CH3:2]. Given the reactants [CH:1]([C@H:4]1[CH2:8][O:7][C:6](=[O:9])[N:5]1[C:10](=[O:15])/[C:11](/[CH3:14])=[CH:12]/[CH3:13])([CH3:3])[CH3:2].[O:16]1[CH2:20]CN[C:17]1=O.C[Si]([N-][Si](C)(C)C)(C)C.[Na+].COCCl.[Cl-].[NH4+], predict the reaction product. (3) Given the reactants [CH3:1][O:2][C:3]1[C:8]([N+:9]([O-])=O)=[CH:7][CH:6]=[CH:5][C:4]=1[C:12]1[O:16][C:15]([C:17]([OH:19])=[O:18])=[CH:14][CH:13]=1.C([O-])=O.[NH4+], predict the reaction product. The product is: [NH2:9][C:8]1[C:3]([O:2][CH3:1])=[C:4]([C:12]2[O:16][C:15]([C:17]([OH:19])=[O:18])=[CH:14][CH:13]=2)[CH:5]=[CH:6][CH:7]=1. (4) Given the reactants [CH3:1][O:2][C:3](=[O:18])[C:4]1[CH:9]=[C:8]([N:10]([CH2:14][CH2:15][CH3:16])[CH2:11][CH2:12][CH3:13])[CH:7]=[CH:6][C:5]=1[NH2:17].N1C=CC=CC=1.CO[C:27]1[CH:28]=[C:29]([CH:33]=[CH:34][C:35]=1OC)[C:30](Cl)=[O:31].[CH2:38]([Cl:40])Cl, predict the reaction product. The product is: [CH3:1][O:2][C:3](=[O:18])[C:4]1[CH:9]=[C:8]([N:10]([CH2:14][CH2:15][CH3:16])[CH2:11][CH2:12][CH3:13])[CH:7]=[CH:6][C:5]=1[NH:17][C:30](=[O:31])[C:29]1[CH:33]=[CH:34][CH:35]=[C:27]([CH2:38][Cl:40])[CH:28]=1. (5) Given the reactants [CH3:1][C:2]1[N:7]=[C:6]([CH:8]=[O:9])[CH:5]=[CH:4][CH:3]=1.CC1C=CC(S(O)(=O)=O)=[CH:15][CH:16]=1.[OH2:21], predict the reaction product. The product is: [O:9]1[CH2:16][CH2:15][O:21][CH:8]1[C:6]1[CH:5]=[CH:4][CH:3]=[C:2]([CH3:1])[N:7]=1. (6) Given the reactants C(N(CC)CC)C.[C:8](Cl)(=[O:15])[C:9]1[CH:14]=[CH:13][CH:12]=[CH:11][CH:10]=1.[OH:17][C:18]1[CH:23]=[CH:22][C:21]([N:24]2[C:37]3[CH:36]=[CH:35][CH:34]=[CH:33][C:32]=3[S:31](=[O:39])(=[O:38])[C:30]3[C:25]2=[CH:26][CH:27]=[CH:28][CH:29]=3)=[CH:20][CH:19]=1, predict the reaction product. The product is: [C:8]([O:17][C:18]1[CH:23]=[CH:22][C:21]([N:24]2[C:37]3[CH:36]=[CH:35][CH:34]=[CH:33][C:32]=3[S:31](=[O:39])(=[O:38])[C:30]3[C:25]2=[CH:26][CH:27]=[CH:28][CH:29]=3)=[CH:20][CH:19]=1)(=[O:15])[C:9]1[CH:14]=[CH:13][CH:12]=[CH:11][CH:10]=1. (7) Given the reactants [CH3:1][N:2]1[C:10]([CH2:11][CH:12]2[CH2:17][CH2:16][NH:15][CH2:14][CH2:13]2)=[N:9][C:8]2[C:3]1=[N:4][C:5]([N:24]1[C:28]3[CH:29]=[CH:30][CH:31]=[CH:32][C:27]=3[N:26]=[C:25]1[CH3:33])=[N:6][C:7]=2[N:18]1[CH2:23][CH2:22][O:21][CH2:20][CH2:19]1.Br[C:35]([CH3:41])([CH3:40])[C:36]([NH:38][CH3:39])=[O:37], predict the reaction product. The product is: [CH3:39][NH:38][C:36](=[O:37])[C:35]([CH3:41])([N:15]1[CH2:16][CH2:17][CH:12]([CH2:11][C:10]2[N:2]([CH3:1])[C:3]3[C:8]([N:9]=2)=[C:7]([N:18]2[CH2:19][CH2:20][O:21][CH2:22][CH2:23]2)[N:6]=[C:5]([N:24]2[C:28]4[CH:29]=[CH:30][CH:31]=[CH:32][C:27]=4[N:26]=[C:25]2[CH3:33])[N:4]=3)[CH2:13][CH2:14]1)[CH3:40]. (8) Given the reactants [Cl:1][C:2]1[N:7]=[C:6]([N:8]2[CH2:17][CH2:16][N:15]3[C@@H:10]([CH2:11][O:12][CH2:13][CH2:14]3)[CH2:9]2)[C:5]([F:18])=[C:4]([NH:19][NH2:20])[N:3]=1.[CH:21]1([CH2:26][C@H:27]([CH2:31][N:32]([CH:41]=[O:42])[O:33][CH2:34][C:35]2[CH:40]=[CH:39][CH:38]=[CH:37][CH:36]=2)[C:28](O)=[O:29])[CH2:25][CH2:24][CH2:23][CH2:22]1.CN1CCOCC1.ON1C2N=CC=CC=2N=N1.C(Cl)CCl, predict the reaction product. The product is: [Cl:1][C:2]1[N:3]=[C:4]([NH:19][NH:20][C:28](=[O:29])[C@H:27]([CH2:26][CH:21]2[CH2:22][CH2:23][CH2:24][CH2:25]2)[CH2:31][N:32]([O:33][CH2:34][C:35]2[CH:36]=[CH:37][CH:38]=[CH:39][CH:40]=2)[CH:41]=[O:42])[C:5]([F:18])=[C:6]([N:8]2[CH2:17][CH2:16][N:15]3[C@@H:10]([CH2:11][O:12][CH2:13][CH2:14]3)[CH2:9]2)[N:7]=1. (9) Given the reactants [CH:1]([C:3]1[CH:4]=[C:5]([NH:9][C:10]([NH:12][C:13]2[CH:18]=[CH:17][C:16]([C:19]([F:22])([F:21])[F:20])=[CH:15][CH:14]=2)=[O:11])[CH:6]=[CH:7][CH:8]=1)=O.C(O[C:26](=[O:30])[CH2:27][C:28]#[N:29])C.[CH:31]([NH2:33])=[NH:32].C(=O)([O-])[O-].[K+].[K+], predict the reaction product. The product is: [C:28]([C:27]1[C:1]([C:3]2[CH:4]=[C:5]([NH:9][C:10]([NH:12][C:13]3[CH:18]=[CH:17][C:16]([C:19]([F:20])([F:21])[F:22])=[CH:15][CH:14]=3)=[O:11])[CH:6]=[CH:7][CH:8]=2)=[N:32][CH:31]=[N:33][C:26]=1[OH:30])#[N:29].